Dataset: Full USPTO retrosynthesis dataset with 1.9M reactions from patents (1976-2016). Task: Predict the reactants needed to synthesize the given product. (1) Given the product [CH3:26][CH:27]([CH3:30])/[CH:28]=[CH:6]/[C:1]([O:3][CH2:4][CH3:5])=[O:2], predict the reactants needed to synthesize it. The reactants are: [C:1]([CH:6]=P(C1C=CC=CC=1)(C1C=CC=CC=1)C1C=CC=CC=1)([O:3][CH2:4][CH3:5])=[O:2].[CH3:26][CH:27]([CH3:30])[CH:28]=O. (2) Given the product [CH2:1]([O:3][C:4]([N:6]1[C:10]2[S:11][C:12]([C:14](=[O:25])[NH:15][C:16]([CH3:24])([C:18]3[CH:23]=[CH:22][CH:21]=[CH:20][CH:19]=3)[CH3:17])=[CH:13][C:9]=2[C:8]([NH:26][C:27](=[O:37])[C:28]2[CH:33]=[CH:32][CH:31]=[CH:30][C:29]=2[NH2:34])=[N:7]1)=[O:5])[CH3:2], predict the reactants needed to synthesize it. The reactants are: [CH2:1]([O:3][C:4]([N:6]1[C:10]2[S:11][C:12]([C:14](=[O:25])[NH:15][C:16]([CH3:24])([C:18]3[CH:23]=[CH:22][CH:21]=[CH:20][CH:19]=3)[CH3:17])=[CH:13][C:9]=2[C:8]([NH:26][C:27](=[O:37])[C:28]2[CH:33]=[CH:32][CH:31]=[CH:30][C:29]=2[N+:34]([O-])=O)=[N:7]1)=[O:5])[CH3:2]. (3) Given the product [C:1]1([C:7]2[N:8]([CH2:12][CH2:13][CH2:14][C:15]3[N:16]=[N:17][C:26]([C:23]4[CH:22]=[CH:21][C:20]([CH3:36])=[CH:25][CH:24]=4)=[C:28]([C:30]4[CH:31]=[CH:32][C:33]([CH3:37])=[CH:34][CH:35]=4)[N:18]=3)[CH:9]=[CH:10][N:11]=2)[CH:2]=[CH:3][CH:4]=[CH:5][CH:6]=1, predict the reactants needed to synthesize it. The reactants are: [C:1]1([C:7]2[N:8]([CH2:12][CH2:13][CH2:14][C:15](=[NH:18])[NH:16][NH2:17])[CH:9]=[CH:10][N:11]=2)[CH:6]=[CH:5][CH:4]=[CH:3][CH:2]=1.C[C:20]1([CH3:36])[CH:25]=[CH:24][C:23]([C:26]([C:28]([C:30]2[CH:35]=[CH:34][CH:33]=[CH:32][CH:31]=2)=O)=O)=[CH:22][CH2:21]1.[CH3:37]CO. (4) Given the product [CH:1]1[C:10]2[C:5](=[CH:6][CH:7]=[CH:8][CH:9]=2)[CH:4]=[CH:3][N+:2]=1[O-:19], predict the reactants needed to synthesize it. The reactants are: [CH:1]1[C:10]2[C:5](=[CH:6][CH:7]=[CH:8][CH:9]=2)[CH:4]=[CH:3][N:2]=1.C1C=C(Cl)C=C(C(OO)=[O:19])C=1. (5) Given the product [CH2:22]([N:8]([CH2:1][C:2]1[CH:7]=[CH:6][CH:5]=[CH:4][CH:3]=1)[CH:9]1[CH2:14][CH2:13][CH2:12][NH:11][CH2:10]1)[C:23]1[CH:24]=[CH:25][CH:26]=[CH:27][CH:28]=1, predict the reactants needed to synthesize it. The reactants are: [CH2:1]([N:8]([CH2:22][C:23]1[CH:28]=[CH:27][CH:26]=[CH:25][CH:24]=1)[CH:9]1[CH2:14][CH2:13][CH2:12][N:11](C(OC(C)(C)C)=O)[CH2:10]1)[C:2]1[CH:7]=[CH:6][CH:5]=[CH:4][CH:3]=1. (6) The reactants are: [CH2:1]([N:8]1[CH2:13][CH2:12][C:11]([N:20]([C:24]2[CH:29]=[CH:28][CH:27]=[CH:26][CH:25]=2)[C:21](=[O:23])[CH3:22])([C:14]2[S:15][CH:16]=[C:17]([CH3:19])[N:18]=2)[CH2:10][CH2:9]1)[C:2]1[CH:7]=[CH:6][CH:5]=[CH:4][CH:3]=1.[C:30]([OH:37])(=[O:36])/[CH:31]=[CH:32]/[C:33]([OH:35])=[O:34]. Given the product [C:30]([OH:37])(=[O:36])/[CH:31]=[CH:32]/[C:33]([OH:35])=[O:34].[CH2:1]([N:8]1[CH2:9][CH2:10][C:11]([N:20]([C:24]2[CH:29]=[CH:28][CH:27]=[CH:26][CH:25]=2)[C:21](=[O:23])[CH3:22])([C:14]2[S:15][CH:16]=[C:17]([CH3:19])[N:18]=2)[CH2:12][CH2:13]1)[C:2]1[CH:7]=[CH:6][CH:5]=[CH:4][CH:3]=1, predict the reactants needed to synthesize it. (7) Given the product [CH2:33]([O:32][C:30](=[O:31])[CH2:41][CH:35]1[CH2:40][CH2:39][CH2:38][CH:37]([N:20]=[N+:21]=[N-:22])[CH2:36]1)[C:34]1[CH:5]=[CH:6][CH:1]=[CH:2][CH:3]=1, predict the reactants needed to synthesize it. The reactants are: [CH:1]1[CH:6]=[CH:5]C(P([C:1]2[CH:6]=[CH:5]C=[CH:3][CH:2]=2)[C:1]2[CH:6]=[CH:5]C=[CH:3][CH:2]=2)=[CH:3][CH:2]=1.[NH:20]=[N+:21]=[N-:22].[CH3:34][CH2:33][O:32][C:30](/N=N/[C:30]([O:32][CH2:33][CH3:34])=[O:31])=[O:31].[C:35]1([CH3:41])[CH:40]=[CH:39][CH:38]=[CH:37][CH:36]=1. (8) Given the product [Cl:1][C:2]1[C:3]([O:30][C@H:31]2[CH2:36][C:35]([F:38])([F:37])[CH2:34][CH2:33][C@@H:32]2[C:39]2[N:43]([CH3:44])[N:42]=[CH:51][CH:50]=2)=[CH:4][C:5]([F:29])=[C:6]([S:8]([NH:11][C:12]2[CH:53]=[CH:14][N:15]=[CH:16][CH:17]=2)(=[O:9])=[O:10])[CH:7]=1, predict the reactants needed to synthesize it. The reactants are: [Cl:1][C:2]1[C:3]([O:30][C@H:31]2[CH2:36][C:35]([F:38])([F:37])[CH2:34][CH2:33][C@@H:32]2[C:39]2[N:43]([CH3:44])[N:42]=CC=2)=[CH:4][C:5]([F:29])=[C:6]([S:8]([N:11](CC2C=CC(OC)=CC=2OC)[C:12]2[CH:17]=[CH:16][N:15]=[CH:14]N=2)(=[O:10])=[O:9])[CH:7]=1.C([SiH]([CH2:50][CH3:51])CC)C.F[C:53](F)(F)C(O)=O. (9) Given the product [CH2:22]([S:14][C:12]1[C:11]([CH3:15])=[C:7]([C:6]([OH:16])=[C:5]([C:1]([CH3:4])([CH3:3])[CH3:2])[CH:13]=1)[C:8]([OH:10])=[O:9])[C:23]1[CH:28]=[CH:27][CH:26]=[CH:25][CH:24]=1, predict the reactants needed to synthesize it. The reactants are: [C:1]([C:5]1[C:6]([OH:16])=[C:7]([C:11]([CH3:15])=[C:12]([SH:14])[CH:13]=1)[C:8]([OH:10])=[O:9])([CH3:4])([CH3:3])[CH3:2].C([O-])(O)=O.[Na+].[CH2:22](Br)[C:23]1[CH:28]=[CH:27][CH:26]=[CH:25][CH:24]=1. (10) Given the product [ClH:38].[CH:20]12[NH:22][CH:17]([CH2:18][CH2:19]1)[CH2:16][N:15]([CH2:14][C:12]([NH:11][C:8]1[CH:7]=[CH:6][CH:5]=[C:4]3[C:9]=1[CH2:10][C:2](=[O:1])[NH:3]3)=[O:13])[CH2:21]2, predict the reactants needed to synthesize it. The reactants are: [O:1]=[C:2]1[CH2:10][C:9]2[C:4](=[CH:5][CH:6]=[CH:7][C:8]=2[NH:11][C:12]([CH2:14][N:15]2[CH2:21][CH:20]3[N:22](C(OC(C)(C)C)=O)[CH:17]([CH2:18][CH2:19]3)[CH2:16]2)=[O:13])[NH:3]1.O1CCOCC1.CO.[ClH:38].